Dataset: Catalyst prediction with 721,799 reactions and 888 catalyst types from USPTO. Task: Predict which catalyst facilitates the given reaction. (1) Product: [CH3:1][O:2][C:3]1[CH:18]=[CH:17][C:6]2[CH:7]3[C:14]4([CH2:15][CH2:16][C:5]=2[CH:4]=1)[CH:10]([CH2:11][N:12]([CH3:19])[CH2:13]4)[CH2:9][CH2:8]3. Reactant: [CH3:1][O:2][C:3]1[CH:18]=[CH:17][C:6]2[CH:7]3[C:14]4([CH2:15][CH2:16][C:5]=2[CH:4]=1)[CH:10]([CH2:11][NH:12][CH2:13]4)[CH2:9][CH2:8]3.[CH3:19]O.[OH-].[NH4+]. The catalyst class is: 4. (2) Reactant: [N+:1]([C:4]1[CH:5]=[N:6][N:7]([CH:9]2[CH2:14][CH2:13][CH:12]([NH:15][C:16](=[O:22])[O:17][C:18]([CH3:21])([CH3:20])[CH3:19])[CH2:11][CH2:10]2)[CH:8]=1)([O-])=O. Product: [NH2:1][C:4]1[CH:5]=[N:6][N:7]([CH:9]2[CH2:10][CH2:11][CH:12]([NH:15][C:16](=[O:22])[O:17][C:18]([CH3:20])([CH3:19])[CH3:21])[CH2:13][CH2:14]2)[CH:8]=1. The catalyst class is: 19. (3) Reactant: CS(O[C@@H:6]1[C@@H:11]([NH:12][C:13]([O:15][CH2:16][CH2:17][Si:18]([CH3:21])([CH3:20])[CH3:19])=[O:14])[CH2:10][O:9][C:8]([CH3:23])([CH3:22])[CH2:7]1)(=O)=O.[N-:24]=[N+:25]=[N-:26].[Na+].C([O-])(=O)C.[Na+]. Product: [N:24]([C@@H:6]1[CH2:7][C:8]([CH3:23])([CH3:22])[O:9][CH2:10][C@@H:11]1[NH:12][C:13](=[O:14])[O:15][CH2:16][CH2:17][Si:18]([CH3:21])([CH3:20])[CH3:19])=[N+:25]=[N-:26]. The catalyst class is: 42. (4) Reactant: Br[C:2]1[S:6][C:5]2[CH:7]=[CH:8][C:9]([Cl:11])=[CH:10][C:4]=2[C:3]=1[CH3:12].O.[CH3:14][N:15](C=O)C. Product: [Cl:11][C:9]1[CH:8]=[CH:7][C:5]2[S:6][C:2]([C:14]#[N:15])=[C:3]([CH3:12])[C:4]=2[CH:10]=1. The catalyst class is: 267. (5) Reactant: C(Cl)Cl.C[O:5][C:6](=[O:30])[C:7]1[CH:12]=[CH:11][CH:10]=[CH:9][C:8]=1[C:13](=[O:29])[C:14]1[CH:19]=[CH:18][C:17]([O:20][CH2:21][O:22][CH2:23][CH2:24][Si:25]([CH3:28])([CH3:27])[CH3:26])=[CH:16][CH:15]=1.C[Si](C)(C)[O-].[K+]. Product: [CH3:26][Si:25]([CH3:28])([CH3:27])[CH2:24][CH2:23][O:22][CH2:21][O:20][C:17]1[CH:18]=[CH:19][C:14]([C:13]([C:8]2[CH:9]=[CH:10][CH:11]=[CH:12][C:7]=2[C:6]([OH:30])=[O:5])=[O:29])=[CH:15][CH:16]=1. The catalyst class is: 13. (6) Reactant: [BH4-].[Na+].[CH:3]1([C:6]2[N:11]=[CH:10][C:9]([C:12]3[N:17]=[CH:16][N:15]=[C:14]([C:18]([O-])=[O:19])[CH:13]=3)=[CH:8][CH:7]=2)[CH2:5][CH2:4]1. Product: [CH:3]1([C:6]2[N:11]=[CH:10][C:9]([C:12]3[N:17]=[CH:16][N:15]=[C:14]([CH2:18][OH:19])[CH:13]=3)=[CH:8][CH:7]=2)[CH2:5][CH2:4]1. The catalyst class is: 5. (7) Reactant: [N:1]([CH2:4][CH2:5][N:6]1[CH:10]=[C:9]([C:11]2[CH:16]=[CH:15][CH:14]=[CH:13][CH:12]=2)[CH:8]=[C:7]1[CH3:17])=[N+]=[N-]. Product: [CH3:17][C:7]1[N:6]([CH2:5][CH2:4][NH2:1])[CH:10]=[C:9]([C:11]2[CH:16]=[CH:15][CH:14]=[CH:13][CH:12]=2)[CH:8]=1. The catalyst class is: 129. (8) Reactant: Cl.[Cl:2][C:3]1[CH:4]=[C:5]([CH:21]=[CH:22][C:23]=1[Cl:24])[CH:6]=[CH:7][C:8]1=[N:9][CH2:10][CH2:11][N:12]([CH3:20])[C:13]2[CH:18]=[CH:17][C:16](N)=[CH:15][C:14]1=2.[N:25]1C=CC=[CH:27][CH:26]=1.CS(Cl)(=O)=[O:33]. Product: [ClH:2].[Cl:2][C:3]1[CH:4]=[C:5]([CH:21]=[CH:22][C:23]=1[Cl:24])[CH:6]=[CH:7][C:8]1=[N:9][CH2:10][CH2:11][N:12]([CH3:20])[C:13]2[CH:18]=[CH:17][C:16]([CH2:27][C:26]([NH2:25])=[O:33])=[CH:15][C:14]1=2. The catalyst class is: 4.